This data is from NCI-60 drug combinations with 297,098 pairs across 59 cell lines. The task is: Regression. Given two drug SMILES strings and cell line genomic features, predict the synergy score measuring deviation from expected non-interaction effect. (1) Drug 1: CCC(=C(C1=CC=CC=C1)C2=CC=C(C=C2)OCCN(C)C)C3=CC=CC=C3.C(C(=O)O)C(CC(=O)O)(C(=O)O)O. Drug 2: CS(=O)(=O)OCCCCOS(=O)(=O)C. Cell line: HCC-2998. Synergy scores: CSS=9.11, Synergy_ZIP=-3.01, Synergy_Bliss=2.10, Synergy_Loewe=0.785, Synergy_HSA=1.44. (2) Drug 1: C1CCN(CC1)CCOC2=CC=C(C=C2)C(=O)C3=C(SC4=C3C=CC(=C4)O)C5=CC=C(C=C5)O. Drug 2: CNC(=O)C1=NC=CC(=C1)OC2=CC=C(C=C2)NC(=O)NC3=CC(=C(C=C3)Cl)C(F)(F)F. Cell line: SK-MEL-5. Synergy scores: CSS=0.536, Synergy_ZIP=-5.27, Synergy_Bliss=0.579, Synergy_Loewe=-11.0, Synergy_HSA=-6.74. (3) Drug 1: CC(CN1CC(=O)NC(=O)C1)N2CC(=O)NC(=O)C2. Drug 2: C(CCl)NC(=O)N(CCCl)N=O. Cell line: OVCAR3. Synergy scores: CSS=12.1, Synergy_ZIP=-2.01, Synergy_Bliss=-0.337, Synergy_Loewe=-1.24, Synergy_HSA=-0.573. (4) Synergy scores: CSS=69.5, Synergy_ZIP=-2.16, Synergy_Bliss=-2.58, Synergy_Loewe=-4.51, Synergy_HSA=0.0765. Drug 1: CC1=C2C(C(=O)C3(C(CC4C(C3C(C(C2(C)C)(CC1OC(=O)C(C(C5=CC=CC=C5)NC(=O)C6=CC=CC=C6)O)O)OC(=O)C7=CC=CC=C7)(CO4)OC(=O)C)O)C)OC(=O)C. Drug 2: C1=NC2=C(N1)C(=S)N=CN2. Cell line: MDA-MB-435. (5) Drug 1: CS(=O)(=O)CCNCC1=CC=C(O1)C2=CC3=C(C=C2)N=CN=C3NC4=CC(=C(C=C4)OCC5=CC(=CC=C5)F)Cl. Drug 2: CCCCC(=O)OCC(=O)C1(CC(C2=C(C1)C(=C3C(=C2O)C(=O)C4=C(C3=O)C=CC=C4OC)O)OC5CC(C(C(O5)C)O)NC(=O)C(F)(F)F)O. Cell line: 786-0. Synergy scores: CSS=54.2, Synergy_ZIP=-0.715, Synergy_Bliss=1.52, Synergy_Loewe=-4.41, Synergy_HSA=1.18. (6) Drug 1: CC1C(C(CC(O1)OC2CC(CC3=C2C(=C4C(=C3O)C(=O)C5=C(C4=O)C(=CC=C5)OC)O)(C(=O)C)O)N)O.Cl. Drug 2: B(C(CC(C)C)NC(=O)C(CC1=CC=CC=C1)NC(=O)C2=NC=CN=C2)(O)O. Cell line: SK-OV-3. Synergy scores: CSS=8.56, Synergy_ZIP=-2.66, Synergy_Bliss=0.869, Synergy_Loewe=2.24, Synergy_HSA=1.83. (7) Drug 1: CCN(CC)CCCC(C)NC1=C2C=C(C=CC2=NC3=C1C=CC(=C3)Cl)OC. Drug 2: COC1=C2C(=CC3=C1OC=C3)C=CC(=O)O2. Cell line: OVCAR-8. Synergy scores: CSS=15.5, Synergy_ZIP=-6.79, Synergy_Bliss=-1.10, Synergy_Loewe=-2.12, Synergy_HSA=-2.47.